This data is from HIV replication inhibition screening data with 41,000+ compounds from the AIDS Antiviral Screen. The task is: Binary Classification. Given a drug SMILES string, predict its activity (active/inactive) in a high-throughput screening assay against a specified biological target. (1) The compound is S=c1oc(CCCCCCCCc2nn(CNc3ccccc3)c(=S)o2)nn1CNc1ccccc1. The result is 0 (inactive). (2) The drug is COC(=O)Cc1c(C2C(CC(=O)OC)c3ccccc3N2C(C)=O)[nH]c2ccccc12. The result is 0 (inactive).